This data is from Full USPTO retrosynthesis dataset with 1.9M reactions from patents (1976-2016). The task is: Predict the reactants needed to synthesize the given product. (1) Given the product [CH3:38][N:23]([CH2:24][C:25]1[CH:30]=[CH:29][CH:28]=[C:27]([N:31]2[CH2:32][CH2:33][N:34]([CH3:37])[CH2:35][CH2:36]2)[CH:26]=1)[C:18]1[CH:17]=[N:16][C:15]2[C:20](=[CH:21][CH:22]=[C:13]([C:11]3[CH:12]=[N:8][NH:9][CH:10]=3)[CH:14]=2)[N:19]=1, predict the reactants needed to synthesize it. The reactants are: C(OC([N:8]1[CH:12]=[C:11]([C:13]2[CH:14]=[C:15]3[C:20](=[CH:21][CH:22]=2)[N:19]=[C:18]([N:23]([CH3:38])[CH2:24][C:25]2[CH:30]=[CH:29][CH:28]=[C:27]([N:31]4[CH2:36][CH2:35][N:34]([CH3:37])[CH2:33][CH2:32]4)[CH:26]=2)[CH:17]=[N:16]3)[CH:10]=[N:9]1)=O)(C)(C)C.Cl.N. (2) Given the product [F:1][C:2]1[CH:7]=[CH:6][C:5]([S:8]([N:11]2[C:20]3[C:15](=[CH:16][CH:17]=[C:18]([NH2:21])[CH:19]=3)[CH2:14][CH2:13][CH2:12]2)(=[O:9])=[O:10])=[CH:4][CH:3]=1, predict the reactants needed to synthesize it. The reactants are: [F:1][C:2]1[CH:7]=[CH:6][C:5]([S:8]([N:11]2[C:20]3[C:15](=[CH:16][CH:17]=[C:18]([N+:21]([O-])=O)[CH:19]=3)[CH2:14][CH2:13][CH2:12]2)(=[O:10])=[O:9])=[CH:4][CH:3]=1.ClC(Cl)C.[H][H]. (3) Given the product [C:1]([O:5][C:6](=[O:26])[NH:7][CH2:8][C:9]1[C:14]([C:15]2[CH:20]=[CH:19][C:18]([Cl:21])=[CH:17][C:16]=2[Cl:22])=[CH:13][N:12]2[C:23]([Br:34])=[CH:24][N:25]=[C:11]2[CH:10]=1)([CH3:4])([CH3:2])[CH3:3], predict the reactants needed to synthesize it. The reactants are: [C:1]([O:5][C:6](=[O:26])[NH:7][CH2:8][C:9]1[C:14]([C:15]2[CH:20]=[CH:19][C:18]([Cl:21])=[CH:17][C:16]=2[Cl:22])=[CH:13][N:12]2[CH:23]=[CH:24][N:25]=[C:11]2[CH:10]=1)([CH3:4])([CH3:3])[CH3:2].C1C(=O)N([Br:34])C(=O)C1. (4) The reactants are: Cl[C:2]1[N:3]=[N:4][C:5]([Cl:12])=[CH:6][C:7]=1[C:8]([NH:10][CH3:11])=[O:9].[OH-].[NH4+:14]. Given the product [NH2:14][C:2]1[N:3]=[N:4][C:5]([Cl:12])=[CH:6][C:7]=1[C:8]([NH:10][CH3:11])=[O:9], predict the reactants needed to synthesize it. (5) The reactants are: [CH3:1][C:2]1[CH:7]=[C:6]([C:8]2[C:16]3[C:11](=[CH:12][CH:13]=[C:14]([C:17](OC)=[O:18])[CH:15]=3)[N:10]([C:21]([C:34]3[CH:39]=[CH:38][CH:37]=[CH:36][CH:35]=3)([C:28]3[CH:33]=[CH:32][CH:31]=[CH:30][CH:29]=3)[C:22]3[CH:27]=[CH:26][CH:25]=[CH:24][CH:23]=3)[N:9]=2)[CH:5]=[CH:4][N:3]=1.[NH2:40][NH2:41]. Given the product [CH3:1][C:2]1[CH:7]=[C:6]([C:8]2[C:16]3[C:11](=[CH:12][CH:13]=[C:14]([C:17]([NH:40][NH2:41])=[O:18])[CH:15]=3)[N:10]([C:21]([C:34]3[CH:35]=[CH:36][CH:37]=[CH:38][CH:39]=3)([C:22]3[CH:27]=[CH:26][CH:25]=[CH:24][CH:23]=3)[C:28]3[CH:33]=[CH:32][CH:31]=[CH:30][CH:29]=3)[N:9]=2)[CH:5]=[CH:4][N:3]=1, predict the reactants needed to synthesize it. (6) The reactants are: [N+:1]([C:4]1[CH:30]=[CH:29][CH:28]=[CH:27][C:5]=1[C:6]([NH:8][C:9]1[CH:10]=[C:11]2[C:15](=[CH:16][CH:17]=1)[N:14]([C:18](=[O:26])[CH2:19][C:20]1[CH:25]=[CH:24][CH:23]=[CH:22][N:21]=1)[CH2:13][CH2:12]2)=[O:7])([O-])=O. Given the product [NH2:1][C:4]1[CH:30]=[CH:29][CH:28]=[CH:27][C:5]=1[C:6]([NH:8][C:9]1[CH:10]=[C:11]2[C:15](=[CH:16][CH:17]=1)[N:14]([C:18](=[O:26])[CH2:19][C:20]1[CH:25]=[CH:24][CH:23]=[CH:22][N:21]=1)[CH2:13][CH2:12]2)=[O:7], predict the reactants needed to synthesize it. (7) Given the product [Cl:1][C:2]1[CH:3]=[CH:4][C:5]([C@H:8]2[CH2:10][C@H:9]2[NH2:11])=[CH:6][CH:7]=1, predict the reactants needed to synthesize it. The reactants are: [Cl:1][C:2]1[CH:7]=[CH:6][C:5]([CH:8]2[CH2:10][CH:9]2[N:11]2C(=O)C3C(=CC=CC=3)C2=O)=[CH:4][CH:3]=1.O.NN. (8) Given the product [Cl:1][C:2]1[CH:3]=[N:4][C:5]2[N:6]([N:8]=[C:9]([C:11]([N:22]3[CH2:21][CH2:20][C:19]4[C:24](=[CH:25][C:16]([O:15][CH3:14])=[CH:17][CH:18]=4)[N:23]3[CH3:26])=[O:13])[CH:10]=2)[CH:7]=1, predict the reactants needed to synthesize it. The reactants are: [Cl:1][C:2]1[CH:3]=[N:4][C:5]2[N:6]([N:8]=[C:9]([C:11]([OH:13])=O)[CH:10]=2)[CH:7]=1.[CH3:14][O:15][C:16]1[CH:25]=[C:24]2[C:19]([CH2:20][CH2:21][NH:22][N:23]2[CH3:26])=[CH:18][CH:17]=1.